From a dataset of Full USPTO retrosynthesis dataset with 1.9M reactions from patents (1976-2016). Predict the reactants needed to synthesize the given product. (1) Given the product [N+:29]([C@H:19]1[CH2:18][CH2:17][C@H:16]2[C@H:15]3[C@H:24]([CH2:23][CH2:22][C@:20]12[CH3:21])[C@:25]1([CH3:28])[C@H:12]([CH2:11][C@H:10]([OH:2])[CH2:27][CH2:26]1)[CH2:13][CH2:14]3)([O-:31])=[O:30], predict the reactants needed to synthesize it. The reactants are: Cl.[O:2]([C@@H:10]1[CH2:27][CH2:26][C@@:25]2([CH3:28])[C@@H:12]([CH2:13][CH2:14][C@@H:15]3[C@@H:24]2[CH2:23][CH2:22][C@@:20]2([CH3:21])[C@H:16]3[CH2:17][CH2:18][C@@H:19]2[N+:29]([O-:31])=[O:30])[CH2:11]1)[Si](C(C)(C)C)(C)C. (2) Given the product [F:1][C:2]1[CH:3]=[C:4]([O:5][C:6]2[CH:11]=[CH:10][N:9]=[C:8]([NH:12][C:22]([N:60]3[CH2:59][CH2:58][N:57]([CH:54]4[CH2:55][CH2:56][N:51]([CH3:50])[CH2:52][CH2:53]4)[CH2:62][CH2:61]3)=[O:24])[CH:7]=2)[CH:31]=[CH:32][C:33]=1[NH:34][C:35]([C:37]1([C:40]([NH:41][C:42]2[CH:47]=[CH:46][C:45]([F:48])=[CH:44][CH:43]=2)=[O:49])[CH2:38][CH2:39]1)=[O:36], predict the reactants needed to synthesize it. The reactants are: [F:1][C:2]1[CH:3]=[C:4]([CH:31]=[CH:32][C:33]=1[NH:34][C:35]([C:37]1([C:40](=[O:49])[NH:41][C:42]2[CH:47]=[CH:46][C:45]([F:48])=[CH:44][CH:43]=2)[CH2:39][CH2:38]1)=[O:36])[O:5][C:6]1[CH:11]=[CH:10][N:9]=[C:8]([N:12]([C:22]([O:24]C2C=CC=CC=2)=O)C(=O)OC2C=CC=CC=2)[CH:7]=1.[CH3:50][N:51]1[CH2:56][CH2:55][CH:54]([N:57]2[CH2:62][CH2:61][NH:60][CH2:59][CH2:58]2)[CH2:53][CH2:52]1.